Dataset: Full USPTO retrosynthesis dataset with 1.9M reactions from patents (1976-2016). Task: Predict the reactants needed to synthesize the given product. (1) The reactants are: [N:1]([CH2:4][C:5]1[CH:6]=[C:7]([C:11]2[N:15]=[CH:14][N:13]([C:16]3[CH:21]=[CH:20][C:19]([O:22][C:23]([F:26])([F:25])[F:24])=[CH:18][CH:17]=3)[N:12]=2)[CH:8]=[CH:9][CH:10]=1)=[C:2]=[O:3].[F:27][C:28]1[CH:33]=[CH:32][C:31]([NH:34][C:35]([NH2:37])=[S:36])=[C:30]([CH:38]([CH3:40])[CH3:39])[CH:29]=1. Given the product [F:27][C:28]1[CH:33]=[CH:32][C:31]([NH:34][C:35]([NH:37][C:2]([NH:1][CH2:4][C:5]2[CH:10]=[CH:9][CH:8]=[C:7]([C:11]3[N:15]=[CH:14][N:13]([C:16]4[CH:21]=[CH:20][C:19]([O:22][C:23]([F:25])([F:24])[F:26])=[CH:18][CH:17]=4)[N:12]=3)[CH:6]=2)=[O:3])=[S:36])=[C:30]([CH:38]([CH3:40])[CH3:39])[CH:29]=1, predict the reactants needed to synthesize it. (2) Given the product [CH2:24]([O:23][C:17]1[CH:16]=[C:15]2[C:20]([C:11]([O:8][C:7]3[C:2]([I:1])=[N:3][C:4]([CH3:9])=[CH:5][CH:6]=3)=[CH:12][CH:13]=[N:14]2)=[CH:19][C:18]=1[O:21][CH3:22])[C:25]1[CH:26]=[CH:27][CH:28]=[CH:29][CH:30]=1, predict the reactants needed to synthesize it. The reactants are: [I:1][C:2]1[C:7]([OH:8])=[CH:6][CH:5]=[C:4]([CH3:9])[N:3]=1.Cl[C:11]1[C:20]2[C:15](=[CH:16][C:17]([O:23][CH2:24][C:25]3[CH:30]=[CH:29][CH:28]=[CH:27][CH:26]=3)=[C:18]([O:21][CH3:22])[CH:19]=2)[N:14]=[CH:13][CH:12]=1. (3) Given the product [NH2:2][CH:10]([C:9]([CH3:13])([CH3:12])[CH2:8][O:7][CH3:6])[C:3]#[N:4], predict the reactants needed to synthesize it. The reactants are: [Cl-].[NH4+:2].[C-:3]#[N:4].[K+].[CH3:6][O:7][CH2:8][C:9]([CH3:13])([CH3:12])[CH:10]=O. (4) Given the product [C:14]([O:16][C:2]1[C:11]2[C:6](=[CH:7][CH:8]=[CH:9][CH:10]=2)[CH:5]=[C:4]([Cl:12])[N:3]=1)([CH3:17])([CH3:15])[CH3:13], predict the reactants needed to synthesize it. The reactants are: Cl[C:2]1[C:11]2[C:6](=[CH:7][CH:8]=[CH:9][CH:10]=2)[CH:5]=[C:4]([Cl:12])[N:3]=1.[CH3:13][C:14]([CH3:17])([O-:16])[CH3:15].[K+]. (5) Given the product [CH3:8][O:9][C:10]1[CH:15]=[CH:14][NH:13][C:12](=[O:3])[CH:11]=1, predict the reactants needed to synthesize it. The reactants are: C(OC(=O)C)(=[O:3])C.[CH3:8][O:9][C:10]1[CH:15]=[CH:14][N+:13]([O-])=[CH:12][CH:11]=1. (6) Given the product [F:1][C:2]1[CH:7]=[C:6]([F:8])[CH:5]=[CH:4][C:3]=1[N:9]([CH3:29])[C:10]([C:12]1[S:24][C:23]2[C:22]3[CH:21]=[C:20]([C:25]([OH:27])=[O:26])[CH:19]=[CH:18][C:17]=3[O:16][CH2:15][C:14]=2[CH:13]=1)=[O:11], predict the reactants needed to synthesize it. The reactants are: [F:1][C:2]1[CH:7]=[C:6]([F:8])[CH:5]=[CH:4][C:3]=1[N:9]([CH3:29])[C:10]([C:12]1[S:24][C:23]2[C:22]3[CH:21]=[C:20]([C:25]([O:27]C)=[O:26])[CH:19]=[CH:18][C:17]=3[O:16][CH2:15][C:14]=2[CH:13]=1)=[O:11].[OH-].[Na+].Cl. (7) Given the product [NH2:8][CH2:9][CH2:10][CH2:11][C@H:12]([NH:16][C:17]([C:19]1[CH:24]=[CH:23][C:22]([CH:25]([C:32]2[CH:33]=[CH:34][CH:35]=[CH:36][CH:37]=2)[C:26]2[CH:31]=[CH:30][CH:29]=[CH:28][CH:27]=2)=[CH:21][CH:20]=1)=[O:18])[C:13]([OH:15])=[O:14].[C:38]([OH:44])([C:40]([F:43])([F:42])[F:41])=[O:39], predict the reactants needed to synthesize it. The reactants are: C(OC([NH:8][CH2:9][CH2:10][CH2:11][C@H:12]([NH:16][C:17]([C:19]1[CH:24]=[CH:23][C:22]([CH:25]([C:32]2[CH:37]=[CH:36][CH:35]=[CH:34][CH:33]=2)[C:26]2[CH:31]=[CH:30][CH:29]=[CH:28][CH:27]=2)=[CH:21][CH:20]=1)=[O:18])[C:13]([OH:15])=[O:14])=O)(C)(C)C.[C:38]([OH:44])([C:40]([F:43])([F:42])[F:41])=[O:39].C([SiH](CC)CC)C. (8) Given the product [Cl:1][C:2]1[CH:3]=[CH:4][C:5]([N:8]2[CH:12]=[CH:11][C:10]([O:13][CH2:14][C:15]([CH3:25])=[CH:16][C:17](=[N:22][O:23][CH3:24])[C:18]([NH:27][CH3:26])=[O:20])=[N:9]2)=[CH:6][CH:7]=1, predict the reactants needed to synthesize it. The reactants are: [Cl:1][C:2]1[CH:7]=[CH:6][C:5]([N:8]2[CH:12]=[CH:11][C:10]([O:13][CH2:14]/[C:15](/[CH3:25])=[CH:16]\[C:17](=[N:22]/[O:23][CH3:24])\[C:18]([O:20]C)=O)=[N:9]2)=[CH:4][CH:3]=1.[CH3:26][NH2:27]. (9) Given the product [F:1][C:2]1[CH:3]=[CH:4][C:5]([CH:8]([CH3:13])[C:9]([OH:11])=[O:10])=[CH:6][CH:7]=1, predict the reactants needed to synthesize it. The reactants are: [F:1][C:2]1[CH:7]=[CH:6][C:5]([CH:8]([CH3:13])[C:9]([O:11]C)=[O:10])=[CH:4][CH:3]=1.[OH-].[K+].Cl. (10) Given the product [Br:1][C:2]1[CH:11]=[C:10]2[C:5]([CH:6]=[C:7]([NH:12][C:16]([CH:13]3[CH2:15][CH2:14]3)=[O:17])[N:8]=[CH:9]2)=[CH:4][CH:3]=1, predict the reactants needed to synthesize it. The reactants are: [Br:1][C:2]1[CH:11]=[C:10]2[C:5]([CH:6]=[C:7]([NH2:12])[N:8]=[CH:9]2)=[CH:4][CH:3]=1.[CH:13]1([C:16](Cl)=[O:17])[CH2:15][CH2:14]1.O.